From a dataset of NCI-60 drug combinations with 297,098 pairs across 59 cell lines. Regression. Given two drug SMILES strings and cell line genomic features, predict the synergy score measuring deviation from expected non-interaction effect. (1) Drug 1: CC12CCC(CC1=CCC3C2CCC4(C3CC=C4C5=CN=CC=C5)C)O. Drug 2: C1=NC(=NC(=O)N1C2C(C(C(O2)CO)O)O)N. Cell line: HOP-92. Synergy scores: CSS=13.5, Synergy_ZIP=-1.52, Synergy_Bliss=4.25, Synergy_Loewe=4.00, Synergy_HSA=4.76. (2) Drug 1: COC1=NC(=NC2=C1N=CN2C3C(C(C(O3)CO)O)O)N. Drug 2: C(CCl)NC(=O)N(CCCl)N=O. Cell line: MDA-MB-231. Synergy scores: CSS=4.80, Synergy_ZIP=3.20, Synergy_Bliss=4.54, Synergy_Loewe=-11.4, Synergy_HSA=-7.25.